This data is from Forward reaction prediction with 1.9M reactions from USPTO patents (1976-2016). The task is: Predict the product of the given reaction. The product is: [Cl:1][C:2]1[CH:7]=[CH:6][C:5]([S:8]([NH:11][C:15]2[C:16]([C:22](=[O:32])[C:23]3[C:28]([CH3:29])=[CH:27][CH:26]=[CH:25][C:24]=3[O:30][CH3:31])=[N:17][CH:18]=[C:19]([Cl:21])[CH:20]=2)(=[O:10])=[O:9])=[CH:4][C:3]=1[CH3:33]. Given the reactants [Cl:1][C:2]1[CH:7]=[CH:6][C:5]([S:8]([N:11]([C:15]2[C:16]([C:22](=[O:32])[C:23]3[C:28]([CH3:29])=[CH:27][CH:26]=[CH:25][C:24]=3[O:30][CH3:31])=[N:17][CH:18]=[C:19]([Cl:21])[CH:20]=2)COC)(=[O:10])=[O:9])=[CH:4][C:3]=1[CH3:33].Cl.O, predict the reaction product.